This data is from Forward reaction prediction with 1.9M reactions from USPTO patents (1976-2016). The task is: Predict the product of the given reaction. (1) Given the reactants [CH2:1]([C:3]1[CH:8]=[CH:7][C:6]([CH2:9][C:10]2[C:11]([O:16][C@@H:17]3[O:25][C@H:24]([CH2:26][OH:27])[C@@H:22]([OH:23])[C@H:20]([OH:21])[C@H:18]3[OH:19])=[N:12][NH:13][C:14]=2[CH3:15])=[CH:5][CH:4]=1)[CH3:2].I[CH2:29][CH3:30], predict the reaction product. The product is: [CH2:29]([N:13]1[C:14]([CH3:15])=[C:10]([CH2:9][C:6]2[CH:7]=[CH:8][C:3]([CH2:1][CH3:2])=[CH:4][CH:5]=2)[C:11]([O:16][C@@H:17]2[O:25][C@H:24]([CH2:26][OH:27])[C@@H:22]([OH:23])[C@H:20]([OH:21])[C@H:18]2[OH:19])=[N:12]1)[CH3:30]. (2) Given the reactants [Cl:1][C:2]1[CH:7]=[CH:6][N:5]=[C:4]([CH2:8][NH:9][C:10]2[O:11][C:12]3[C:18]([O:19][CH3:20])=[CH:17][C:16]([C:21]([OH:23])=O)=[CH:15][C:13]=3[N:14]=2)[CH:3]=1.[F:24][CH2:25][CH:26]1[NH:31][CH2:30][C:29]([CH3:33])([CH3:32])[O:28][CH2:27]1.C(N(CC)C(C)C)(C)C.CN(C(ON1N=NC2C=CC=NC1=2)=[N+](C)C)C.F[P-](F)(F)(F)(F)F, predict the reaction product. The product is: [Cl:1][C:2]1[CH:7]=[CH:6][N:5]=[C:4]([CH2:8][NH:9][C:10]2[O:11][C:12]3[C:18]([O:19][CH3:20])=[CH:17][C:16]([C:21]([N:31]4[CH:26]([CH2:25][F:24])[CH2:27][O:28][C:29]([CH3:33])([CH3:32])[CH2:30]4)=[O:23])=[CH:15][C:13]=3[N:14]=2)[CH:3]=1.